Regression. Given two drug SMILES strings and cell line genomic features, predict the synergy score measuring deviation from expected non-interaction effect. From a dataset of NCI-60 drug combinations with 297,098 pairs across 59 cell lines. (1) Drug 1: CNC(=O)C1=NC=CC(=C1)OC2=CC=C(C=C2)NC(=O)NC3=CC(=C(C=C3)Cl)C(F)(F)F. Drug 2: C1CN(P(=O)(OC1)NCCCl)CCCl. Cell line: K-562. Synergy scores: CSS=2.20, Synergy_ZIP=0.932, Synergy_Bliss=2.78, Synergy_Loewe=3.21, Synergy_HSA=0.177. (2) Drug 1: CC1CC(C(C(C=C(C(C(C=CC=C(C(=O)NC2=CC(=O)C(=C(C1)C2=O)OC)C)OC)OC(=O)N)C)C)O)OC. Drug 2: CNC(=O)C1=NC=CC(=C1)OC2=CC=C(C=C2)NC(=O)NC3=CC(=C(C=C3)Cl)C(F)(F)F. Cell line: NCI-H460. Synergy scores: CSS=77.7, Synergy_ZIP=3.81, Synergy_Bliss=3.60, Synergy_Loewe=-0.0380, Synergy_HSA=6.48. (3) Drug 1: CC(C1=C(C=CC(=C1Cl)F)Cl)OC2=C(N=CC(=C2)C3=CN(N=C3)C4CCNCC4)N. Drug 2: COCCOC1=C(C=C2C(=C1)C(=NC=N2)NC3=CC=CC(=C3)C#C)OCCOC.Cl. Cell line: SR. Synergy scores: CSS=69.4, Synergy_ZIP=10.0, Synergy_Bliss=11.9, Synergy_Loewe=-22.1, Synergy_HSA=10.1. (4) Drug 1: C1=CC(=CC=C1CCCC(=O)O)N(CCCl)CCCl. Drug 2: C#CCC(CC1=CN=C2C(=N1)C(=NC(=N2)N)N)C3=CC=C(C=C3)C(=O)NC(CCC(=O)O)C(=O)O. Cell line: SNB-75. Synergy scores: CSS=10.4, Synergy_ZIP=-7.44, Synergy_Bliss=-2.08, Synergy_Loewe=-2.92, Synergy_HSA=-2.40.